Dataset: Catalyst prediction with 721,799 reactions and 888 catalyst types from USPTO. Task: Predict which catalyst facilitates the given reaction. (1) Reactant: [BH4-].[Li+].[OH:3][CH2:4][CH2:5][CH2:6][C:7]1([C:20](OCC2C=CC=CC=2)=[O:21])[CH2:12][CH2:11][N:10]([C:13]([O:15][C:16]([CH3:19])([CH3:18])[CH3:17])=[O:14])[CH2:9][CH2:8]1.Cl.C(=O)([O-])[O-].[Na+].[Na+]. Product: [OH:21][CH2:20][C:7]1([CH2:6][CH2:5][CH2:4][OH:3])[CH2:12][CH2:11][N:10]([C:13]([O:15][C:16]([CH3:17])([CH3:18])[CH3:19])=[O:14])[CH2:9][CH2:8]1. The catalyst class is: 207. (2) Reactant: [Cl:1][C:2]1[CH:7]=[CH:6][N:5]=[C:4]2[CH:8]=[C:9]([C:11]3[S:12][CH:13]=[C:14]([CH2:16]Cl)[N:15]=3)[S:10][C:3]=12.ClC(Cl)C.[NH:22]1[CH2:26][CH2:25][CH2:24][CH2:23]1. Product: [Cl:1][C:2]1[CH:7]=[CH:6][N:5]=[C:4]2[CH:8]=[C:9]([C:11]3[S:12][CH:13]=[C:14]([CH2:16][N:22]4[CH2:26][CH2:25][CH2:24][CH2:23]4)[N:15]=3)[S:10][C:3]=12. The catalyst class is: 8.